This data is from Full USPTO retrosynthesis dataset with 1.9M reactions from patents (1976-2016). The task is: Predict the reactants needed to synthesize the given product. (1) Given the product [CH3:1][C:2]1[S:6][C:5]([C:7]2[C:16]3[C:11](=[CH:12][CH:13]=[C:14]([CH:33]=[O:34])[CH:15]=3)[C:10]([CH3:19])([CH3:18])[CH2:9][CH:8]=2)=[CH:4][CH:3]=1, predict the reactants needed to synthesize it. The reactants are: [CH3:1][C:2]1[S:6][C:5]([C:7]2[C:16]3[C:11](=[CH:12][CH:13]=[C:14](Br)[CH:15]=3)[C:10]([CH3:19])([CH3:18])[CH2:9][CH:8]=2)=[CH:4][CH:3]=1.[Li]C(C)(C)C.CCCCC.CN([CH:33]=[O:34])C.C(=O)=O. (2) Given the product [O:1]1[C:5]2[CH:6]=[CH:7][C:8]([C:10]3[N:14]([C:15]4[CH:20]=[CH:19][C:18]([C:21](=[O:32])[NH2:22])=[CH:17][C:16]=4[CH3:23])[C:13]([CH2:24][CH2:25][C:26]([OH:28])=[O:27])=[CH:12][CH:11]=3)=[CH:9][C:4]=2[O:3][CH2:2]1, predict the reactants needed to synthesize it. The reactants are: [O:1]1[C:5]2[CH:6]=[CH:7][C:8]([C:10]3[N:14]([C:15]4[CH:20]=[CH:19][C:18]([C:21]#[N:22])=[CH:17][C:16]=4[CH3:23])[C:13]([CH2:24][CH2:25][C:26]([O:28]CC)=[O:27])=[CH:12][CH:11]=3)=[CH:9][C:4]=2[O:3][CH2:2]1.C(=O)([O-])[O-:32].[K+].[K+].OO.O.